This data is from Catalyst prediction with 721,799 reactions and 888 catalyst types from USPTO. The task is: Predict which catalyst facilitates the given reaction. Reactant: [ClH:1].[ClH:2].Cl[CH2:4][C:5]1[N:6]=[C:7]([CH2:10][N:11]([CH3:13])[CH3:12])[S:8][CH:9]=1.[CH3:14][O:15][C:16]1[CH:17]=[C:18]2[C:23](=[CH:24][C:25]=1[OH:26])[N:22]=[CH:21][N:20]=[CH:19]2.C(=O)([O-])[O-].[K+].[K+]. Product: [Cl:1][C:17]1[CH:18]=[C:23]([NH:22][C:19]2[C:18]3[C:23](=[CH:24][C:25]([O:26][CH2:4][C:5]4[N:6]=[C:7]([CH2:10][N:11]([CH3:13])[CH3:12])[S:8][CH:9]=4)=[C:16]([O:15][CH3:14])[CH:17]=3)[N:22]=[CH:21][N:20]=2)[CH:24]=[CH:25][C:16]=1[Cl:2]. The catalyst class is: 3.